This data is from Forward reaction prediction with 1.9M reactions from USPTO patents (1976-2016). The task is: Predict the product of the given reaction. (1) Given the reactants [CH3:1][N:2]1[CH:6]=[C:5]([C:7]2[O:11][N:10]=[C:9]([C:12]([OH:14])=O)[CH:8]=2)[CH:4]=[N:3]1.C1C=CC2N(O)N=NC=2C=1.N=C=N.[NH2:28][C@@H:29]([CH3:45])[CH2:30][N:31]1[CH:35]=[CH:34][C:33]([C:36]2[CH:43]=[CH:42][C:39]([C:40]#[N:41])=[C:38]([CH3:44])[CH:37]=2)=[N:32]1.C(O)C(N)(CO)CO, predict the reaction product. The product is: [C:40]([C:39]1[CH:42]=[CH:43][C:36]([C:33]2[CH:34]=[CH:35][N:31]([CH2:30][C@@H:29]([NH:28][C:12]([C:9]3[CH:8]=[C:7]([C:5]4[CH:4]=[N:3][N:2]([CH3:1])[CH:6]=4)[O:11][N:10]=3)=[O:14])[CH3:45])[N:32]=2)=[CH:37][C:38]=1[CH3:44])#[N:41]. (2) Given the reactants [NH2:1][C@H:2]([C:4]1[N:9]([C:10]2[CH:15]=[CH:14][CH:13]=[CH:12][CH:11]=2)[C:8](=[O:16])[C:7]2=[C:17]([CH3:20])[CH:18]=[CH:19][N:6]2[N:5]=1)[CH3:3].Cl[C:22]1[C:27]([C:28]([NH:30][C:31]2[CH:36]=[CH:35][CH:34]=[C:33]([O:37][CH3:38])[CH:32]=2)=[O:29])=[CH:26][N:25]=[CH:24][N:23]=1.CCN(C(C)C)C(C)C.[F-].[Cs+], predict the reaction product. The product is: [CH3:38][O:37][C:33]1[CH:32]=[C:31]([NH:30][C:28]([C:27]2[C:26]([NH:1][C@H:2]([C:4]3[N:9]([C:10]4[CH:15]=[CH:14][CH:13]=[CH:12][CH:11]=4)[C:8](=[O:16])[C:7]4=[C:17]([CH3:20])[CH:18]=[CH:19][N:6]4[N:5]=3)[CH3:3])=[N:25][CH:24]=[N:23][CH:22]=2)=[O:29])[CH:36]=[CH:35][CH:34]=1. (3) Given the reactants [Cl:1][C:2]1[N:3]=[N:4][C:5]([Cl:9])=[CH:6][C:7]=1Cl.CCN(C(C)C)C(C)C.[C:19]([O:23][C:24]([N:26]1[CH2:31][CH2:30][CH:29]([NH2:32])[CH2:28][CH2:27]1)=[O:25])([CH3:22])([CH3:21])[CH3:20], predict the reaction product. The product is: [C:19]([O:23][C:24]([N:26]1[CH2:31][CH2:30][CH:29]([NH:32][C:7]2[CH:6]=[C:5]([Cl:9])[N:4]=[N:3][C:2]=2[Cl:1])[CH2:28][CH2:27]1)=[O:25])([CH3:22])([CH3:20])[CH3:21]. (4) The product is: [OH:17][CH:16]([C:15]1[C:14]([C:28]2[CH:32]=[CH:31][S:30][CH:29]=2)=[N:13][N:11]2[CH:12]=[C:7]([O:6][CH3:5])[CH:8]=[CH:9][C:10]=12)[C:18]1[N:23]=[C:22]([C:24]([O:26][CH3:27])=[O:25])[CH:21]=[CH:20][CH:19]=1. Given the reactants CO.[BH4-].[Na+].[CH3:5][O:6][C:7]1[CH:8]=[CH:9][C:10]2[N:11]([N:13]=[C:14]([C:28]3[CH:32]=[CH:31][S:30][CH:29]=3)[C:15]=2[C:16]([C:18]2[N:23]=[C:22]([C:24]([O:26][CH3:27])=[O:25])[CH:21]=[CH:20][CH:19]=2)=[O:17])[CH:12]=1.[Cl-].[NH4+], predict the reaction product. (5) Given the reactants [C:1]([C:3]1[N:7]([CH:8]2[CH2:13][CH2:12][N:11]([C:14]([O:16][CH:17]([CH3:19])[CH3:18])=[O:15])[CH2:10][CH2:9]2)[N:6]=[CH:5][C:4]=1[CH2:20][OH:21])#[N:2].C(N(CC)CC)C.[CH3:29][S:30](O[S:30]([CH3:29])(=[O:32])=[O:31])(=[O:32])=[O:31], predict the reaction product. The product is: [C:1]([C:3]1[N:7]([CH:8]2[CH2:13][CH2:12][N:11]([C:14]([O:16][CH:17]([CH3:19])[CH3:18])=[O:15])[CH2:10][CH2:9]2)[N:6]=[CH:5][C:4]=1[CH2:20][O:21][S:30]([CH3:29])(=[O:32])=[O:31])#[N:2].